This data is from Forward reaction prediction with 1.9M reactions from USPTO patents (1976-2016). The task is: Predict the product of the given reaction. Given the reactants [C:1]1([S:7]([CH2:10][C:11]2[C:16]([C:17]([O:19][CH3:20])=[O:18])=[C:15]([NH:21][CH2:22]CNC(OC(C)(C)C)=O)[C:14]([C:32]3[CH:36]=[CH:35][O:34][CH:33]=3)=[CH:13][CH:12]=2)(=[O:9])=[O:8])[CH:6]=[CH:5][CH:4]=[CH:3][CH:2]=1.C1(S(CC2C(C(OC)=O)=C(OS(C(F)(F)F)(=O)=O)C(C3C=COC=3)=CC=2)(=O)=O)C=CC=CC=1.CN, predict the reaction product. The product is: [C:1]1([S:7]([CH2:10][C:11]2[C:16]([C:17]([O:19][CH3:20])=[O:18])=[C:15]([NH:21][CH3:22])[C:14]([C:32]3[CH:36]=[CH:35][O:34][CH:33]=3)=[CH:13][CH:12]=2)(=[O:9])=[O:8])[CH:6]=[CH:5][CH:4]=[CH:3][CH:2]=1.